Dataset: Forward reaction prediction with 1.9M reactions from USPTO patents (1976-2016). Task: Predict the product of the given reaction. Given the reactants [Br:1][C:2]1[O:6][C:5](C=O)=[CH:4][CH:3]=1.CO[CH:11]([O:14][CH3:15])[O:12][CH3:13].C1(C)C=CC(S([O-])(=O)=O)=CC=1.[NH+]1C=CC=CC=1, predict the reaction product. The product is: [CH3:15][O:14][CH:11]([O:12][CH3:13])[C:5]1[O:6][C:2]([Br:1])=[CH:3][CH:4]=1.